This data is from Full USPTO retrosynthesis dataset with 1.9M reactions from patents (1976-2016). The task is: Predict the reactants needed to synthesize the given product. (1) Given the product [F:11][C:4]1[CH:5]=[CH:6][C:7]2[C:8](=[O:10])[NH:26][C:24]([CH2:23][CH2:22][CH2:21][CH2:20][C:17]3[CH:16]=[CH:15][C:14]([F:13])=[CH:19][CH:18]=3)=[N:25][C:2]=2[N:3]=1, predict the reactants needed to synthesize it. The reactants are: F[C:2]1[C:7]([C:8]([OH:10])=O)=[CH:6][CH:5]=[C:4]([F:11])[N:3]=1.Cl.[F:13][C:14]1[CH:19]=[CH:18][C:17]([CH2:20][CH2:21][CH2:22][CH2:23][C:24]([NH2:26])=[NH:25])=[CH:16][CH:15]=1. (2) Given the product [C:4]([C:6]1[CH:7]=[C:8]([C:12]2[C:13]3[N:14]([C:28]([CH2:31][CH3:32])=[CH:29][CH:30]=3)[N:15]=[C:16]([CH3:27])[C:17]=2[CH2:18][CH2:19][CH2:20][CH2:21][C:22]([O:24][CH2:25][CH3:26])=[O:23])[CH:9]=[N:10][CH:11]=1)(=[O:3])[CH3:5], predict the reactants needed to synthesize it. The reactants are: C([O:3][C:4]([C:6]1[CH:7]=[C:8]([C:12]2[C:13]3[N:14]([C:28]([CH2:31][CH3:32])=[CH:29][CH:30]=3)[N:15]=[C:16]([CH3:27])[C:17]=2[CH2:18][CH2:19][CH2:20][CH2:21][C:22]([O:24][CH2:25][CH3:26])=[O:23])[CH:9]=[N:10][CH:11]=1)=[CH2:5])C. (3) The reactants are: [NH2:1][C:2]1[C:11]2[N:10]=[CH:9][C:8]([C:12]#[C:13][C:14]3[CH:19]=[CH:18][C:17]([O:20][CH2:21][O:22][CH3:23])=[CH:16][C:15]=3[CH3:24])=[CH:7][C:6]=2[C:5]2[CH:25]=[CH:26][C:27]([CH2:29][CH2:30][C:31]([O:33][CH2:34][CH3:35])=[O:32])=[CH:28][C:4]=2[N:3]=1. Given the product [NH2:1][C:2]1[C:11]2[N:10]=[CH:9][C:8]([CH2:12][CH2:13][C:14]3[CH:19]=[CH:18][C:17]([O:20][CH2:21][O:22][CH3:23])=[CH:16][C:15]=3[CH3:24])=[CH:7][C:6]=2[C:5]2[CH:25]=[CH:26][C:27]([CH2:29][CH2:30][C:31]([O:33][CH2:34][CH3:35])=[O:32])=[CH:28][C:4]=2[N:3]=1, predict the reactants needed to synthesize it. (4) The reactants are: [CH2:1]([O:8][C:9]1[CH:10]=[C:11]([CH:15]=[C:16]([N+:26]([O-:28])=[O:27])[C:17]=1[O:18][CH2:19][C:20]1[CH:25]=[CH:24][CH:23]=[CH:22][CH:21]=1)[C:12]([OH:14])=[O:13])[C:2]1[CH:7]=[CH:6][CH:5]=[CH:4][CH:3]=1.O/[N:30]=[C:31](\[NH2:42])/[C:32]1[CH:37]=[CH:36][CH:35]=[N:34][C:33]=1[C:38]([F:41])([F:40])[F:39]. Given the product [CH2:1]([O:8][C:9]1[CH:10]=[C:11]([CH:15]=[C:16]([N+:26]([O-:28])=[O:27])[C:17]=1[O:18][CH2:19][C:20]1[CH:21]=[CH:22][CH:23]=[CH:24][CH:25]=1)[C:12]([O:14]/[N:30]=[C:31](\[NH2:42])/[C:32]1[CH:37]=[CH:36][CH:35]=[N:34][C:33]=1[C:38]([F:41])([F:39])[F:40])=[O:13])[C:2]1[CH:7]=[CH:6][CH:5]=[CH:4][CH:3]=1, predict the reactants needed to synthesize it.